Predict the reactants needed to synthesize the given product. From a dataset of Full USPTO retrosynthesis dataset with 1.9M reactions from patents (1976-2016). Given the product [NH3:8].[CH3:12][OH:13].[Br:1][C:2]1[CH:10]=[C:9]2[C:5]([CH:6]=[CH:7][N:8]2[CH2:11][CH2:12][N:16]([CH3:17])[CH3:14])=[CH:4][CH:3]=1, predict the reactants needed to synthesize it. The reactants are: [Br:1][C:2]1[CH:10]=[C:9]2[C:5]([CH:6]=[CH:7][N:8]2[CH2:11][CH2:12][OH:13])=[CH:4][CH:3]=1.[CH2:14]([N:16](CC)[CH2:17]C)C.CS(Cl)(=O)=O.CNC.